This data is from Catalyst prediction with 721,799 reactions and 888 catalyst types from USPTO. The task is: Predict which catalyst facilitates the given reaction. Reactant: [CH:1]1[C:13]2[C:12](=[O:14])[C:11]3[C:6](=[CH:7][CH:8]=[CH:9][CH:10]=3)[C:5]=2[CH:4]=[CH:3][CH:2]=1.[CH3:15][Mg+].[Br-]. Product: [CH3:15][C:12]1([OH:14])[C:13]2[CH:1]=[CH:2][CH:3]=[CH:4][C:5]=2[C:6]2[C:11]1=[CH:10][CH:9]=[CH:8][CH:7]=2. The catalyst class is: 1.